Dataset: Forward reaction prediction with 1.9M reactions from USPTO patents (1976-2016). Task: Predict the product of the given reaction. (1) Given the reactants C[O:2][C:3](=[O:36])[CH2:4][C:5]1[CH:10]=[C:9]([S:11]([C:14]2[CH:19]=[CH:18][C:17]([O:20][C:21]3[CH:26]=[CH:25][C:24]([O:27][C:28]([F:31])([F:30])[F:29])=[CH:23][CH:22]=3)=[CH:16][CH:15]=2)(=[O:13])=[O:12])[CH:8]=[C:7]([O:32][CH2:33][CH2:34][CH3:35])[CH:6]=1.[OH-].[Li+].O1CCCC1.Cl, predict the reaction product. The product is: [CH2:33]([O:32][C:7]1[CH:6]=[C:5]([CH2:4][C:3]([OH:36])=[O:2])[CH:10]=[C:9]([S:11]([C:14]2[CH:19]=[CH:18][C:17]([O:20][C:21]3[CH:26]=[CH:25][C:24]([O:27][C:28]([F:29])([F:30])[F:31])=[CH:23][CH:22]=3)=[CH:16][CH:15]=2)(=[O:13])=[O:12])[CH:8]=1)[CH2:34][CH3:35]. (2) Given the reactants C=C.[C:3]1(C)[CH:8]=[CH:7][CH:6]=[CH:5][CH:4]=1, predict the reaction product. The product is: [CH2:8]=[CH:3][CH2:4][CH3:5].[CH2:8]=[CH:3][CH2:4][CH2:5][CH2:6][CH3:7]. (3) The product is: [CH3:24][O:25][C:26]1[CH:27]=[C:28]([CH:29]=[CH:30][C:31]=1[O:32][CH3:33])[O:34][CH2:35][C:36]1([C:43]2[CH:44]=[CH:45][CH:46]=[CH:47][CH:48]=2)[CH2:38][CH:37]1[C:39]1[N:17]=[C:7]([C:8]2[CH:9]=[CH:10][CH:11]=[CH:12][CH:13]=2)[NH:42][N:41]=1. Given the reactants CN(C=O)C.Cl.[C:7](=[NH:17])(OCC)[C:8]1[CH:13]=[CH:12][CH:11]=[CH:10][CH:9]=1.N1C=CN=C1.Cl.[CH3:24][O:25][C:26]1[CH:27]=[C:28]([O:34][CH2:35][C:36]2([C:43]3[CH:48]=[CH:47][CH:46]=[CH:45][CH:44]=3)[CH2:38][CH:37]2[C:39]([NH:41][NH2:42])=O)[CH:29]=[CH:30][C:31]=1[O:32][CH3:33], predict the reaction product. (4) Given the reactants Br[C:2]1[CH:3]=[C:4]([CH:13]=[CH:14][C:15]=1[F:16])[O:5][CH2:6][C:7]([NH:9][CH:10]1[CH2:12][CH2:11]1)=[O:8].[B:17]1([B:17]2[O:21][C:20]([CH3:23])([CH3:22])[C:19]([CH3:25])([CH3:24])[O:18]2)[O:21][C:20]([CH3:23])([CH3:22])[C:19]([CH3:25])([CH3:24])[O:18]1.C([O-])(=O)C.[K+], predict the reaction product. The product is: [CH:10]1([NH:9][C:7](=[O:8])[CH2:6][O:5][C:4]2[CH:13]=[CH:14][C:15]([F:16])=[C:2]([B:17]3[O:21][C:20]([CH3:23])([CH3:22])[C:19]([CH3:25])([CH3:24])[O:18]3)[CH:3]=2)[CH2:12][CH2:11]1. (5) Given the reactants [N+:1]([C:4]([N+:8]([O-:10])=[O:9])(O)[CH2:5]C)([O-:3])=[O:2].[C:11]([OH:18])(=[O:17])[CH2:12][CH2:13][CH2:14][CH2:15][CH3:16].Cl[CH:20](Cl)C, predict the reaction product. The product is: [C:11]([O:18][CH2:20][C:4]([N+:8]([O-:10])=[O:9])([N+:1]([O-:3])=[O:2])[CH3:5])(=[O:17])[CH2:12][CH2:13][CH2:14][CH2:15][CH3:16]. (6) The product is: [C:1]([O:5][C:6]([NH:8][C@H:9]1[C@@H:13]2[C@@H:14]3[C@@:27]([CH3:30])([CH2:28][CH2:29][C@@:12]2([C:46]([OH:48])=[O:47])[CH2:11][CH2:10]1)[C@@:26]1([CH3:31])[C@@H:17]([C@:18]2([CH3:45])[C@@H:23]([CH2:24][CH2:25]1)[C:22]([CH3:33])([CH3:32])[C:21]([C:34]1[CH2:39][CH2:38][CH:37]([C:40]([OH:42])=[O:41])[CH2:36][CH:35]=1)=[CH:20][CH2:19]2)[CH2:16][CH2:15]3)=[O:7])([CH3:2])([CH3:3])[CH3:4]. Given the reactants [C:1]([O:5][C:6]([NH:8][C@H:9]1[C@@H:13]2[C@@H:14]3[C@@:27]([CH3:30])([CH2:28][CH2:29][C@@:12]2([C:46]([OH:48])=[O:47])[CH2:11][CH2:10]1)[C@@:26]1([CH3:31])[C@@H:17]([C@:18]2([CH3:45])[C@@H:23]([CH2:24][CH2:25]1)[C:22]([CH3:33])([CH3:32])[C:21]([C:34]1[CH2:39][CH2:38][CH:37]([C:40]([O:42]CC)=[O:41])[CH2:36][CH:35]=1)=[CH:20][CH2:19]2)[CH2:16][CH2:15]3)=[O:7])([CH3:4])([CH3:3])[CH3:2].[OH-].[Na+], predict the reaction product. (7) Given the reactants [NH2:1][CH2:2][C@@H:3]1[C@H:8]([CH3:9])[CH2:7][CH2:6][CH2:5][N:4]1[C:10]([C:12]1[CH:17]=[C:16]([CH3:18])[CH:15]=[CH:14][C:13]=1C1C=NN(C)C=1)=[O:11].CC1C=CC([N:35]2[N:39]=[CH:38][CH:37]=[N:36]2)=C(C=1)C(O)=O, predict the reaction product. The product is: [NH2:1][CH2:2][C@@H:3]1[C@H:8]([CH3:9])[CH2:7][CH2:6][CH2:5][N:4]1[C:10]([C:12]1[CH:17]=[C:16]([CH3:18])[CH:15]=[CH:14][C:13]=1[N:35]1[N:39]=[CH:38][CH:37]=[N:36]1)=[O:11]. (8) Given the reactants Br[C:2]1[C:10]2[C:9]([N:11]3[CH2:16][CH2:15][CH:14]([NH:17][C:18](=[O:25])[C:19]4[CH:24]=[CH:23][CH:22]=[CH:21][CH:20]=4)[CH2:13][CH2:12]3)=[N:8][CH:7]=[N:6][C:5]=2[N:4]([S:26]([C:29]2[CH:34]=[CH:33][CH:32]=[CH:31][CH:30]=2)(=[O:28])=[O:27])[CH:3]=1.[O:35]1[CH:39]=[CH:38][C:37](B2OC(C)(C)C(C)(C)O2)=[CH:36]1.O.O.O.P([O-])([O-])([O-])=O.[K+].[K+].[K+].O, predict the reaction product. The product is: [O:35]1[CH:39]=[CH:38][C:37]([C:2]2[C:10]3[C:9]([N:11]4[CH2:16][CH2:15][CH:14]([NH:17][C:18](=[O:25])[C:19]5[CH:24]=[CH:23][CH:22]=[CH:21][CH:20]=5)[CH2:13][CH2:12]4)=[N:8][CH:7]=[N:6][C:5]=3[N:4]([S:26]([C:29]3[CH:34]=[CH:33][CH:32]=[CH:31][CH:30]=3)(=[O:28])=[O:27])[CH:3]=2)=[CH:36]1.